From a dataset of Reaction yield outcomes from USPTO patents with 853,638 reactions. Predict the reaction yield, written as a fraction of the theoretical maximum amount of product (1.0 means a 100% yield; for example, 0.34 means a 34% yield). (1) The reactants are [C:1]([O:5][C:6]([N:8]1[CH2:13][CH2:12][CH2:11][CH2:10][CH:9]1[CH2:14][CH2:15][CH2:16][OH:17])=[O:7])([CH3:4])([CH3:3])[CH3:2].[C:18]1([CH3:28])[CH:23]=[CH:22][C:21]([S:24](Cl)(=[O:26])=[O:25])=[CH:20][CH:19]=1. The catalyst is N1C=CC=CC=1. The product is [C:1]([O:5][C:6]([N:8]1[CH2:13][CH2:12][CH2:11][CH2:10][CH:9]1[CH2:14][CH2:15][CH2:16][O:17][S:24]([C:21]1[CH:22]=[CH:23][C:18]([CH3:28])=[CH:19][CH:20]=1)(=[O:26])=[O:25])=[O:7])([CH3:4])([CH3:3])[CH3:2]. The yield is 0.770. (2) The reactants are [Cl:1][C:2]([Cl:19])([Cl:18])[C:3]([N:5]1[CH2:13][C:12]2[C:7](=[CH:8][CH:9]=[C:10]([S:14](Cl)(=[O:16])=[O:15])[CH:11]=2)[CH2:6]1)=[O:4].[NH2:20][C:21]1[S:22][CH:23]=[CH:24][N:25]=1.N1C=CC=CC=1. No catalyst specified. The product is [S:22]1[CH:23]=[CH:24][N:25]=[C:21]1[NH:20][S:14]([C:10]1[CH:11]=[C:12]2[C:7](=[CH:8][CH:9]=1)[CH2:6][N:5]([C:3](=[O:4])[C:2]([Cl:19])([Cl:18])[Cl:1])[CH2:13]2)(=[O:16])=[O:15]. The yield is 0.670. (3) The yield is 0.340. The catalyst is C(OCC)C.C[O-].[Na+]. The reactants are C(O[C:4](=[O:15])[CH:5]([CH3:14])[C:6](=[O:13])[CH2:7][C:8]([O:10][CH2:11][CH3:12])=[O:9])C.C(OC(O[CH2:22][CH3:23])=C)C.[CH3:24][NH2:25]. The product is [CH2:11]([O:10][C:8]([C:7]1[C:6]([OH:13])=[C:5]([CH3:14])[C:4](=[O:15])[N:25]([CH3:24])[C:22]=1[CH3:23])=[O:9])[CH3:12]. (4) The reactants are [F:1][C:2]1[CH:7]=[CH:6][C:5]([F:8])=[CH:4][C:3]=1[C@H:9]1[CH2:13][CH2:12][CH2:11][N:10]1[C:14]1[CH:19]=[CH:18][N:17]2[N:20]=[CH:21][C:22]([NH2:23])=[C:16]2[N:15]=1.[N:24]([C:27]1[CH:32]=[CH:31][CH:30]=[CH:29][CH:28]=1)=[C:25]=[O:26]. The catalyst is C(Cl)Cl. The product is [F:1][C:2]1[CH:7]=[CH:6][C:5]([F:8])=[CH:4][C:3]=1[C@H:9]1[CH2:13][CH2:12][CH2:11][N:10]1[C:14]1[CH:19]=[CH:18][N:17]2[N:20]=[CH:21][C:22]([NH:23][C:25]([NH:24][C:27]3[CH:32]=[CH:31][CH:30]=[CH:29][CH:28]=3)=[O:26])=[C:16]2[N:15]=1. The yield is 0.870. (5) The reactants are [CH:1]([C:3]1[NH:7][C:6]([CH3:8])=[C:5]([C:9]([OH:11])=O)[C:4]=1[CH3:12])=[O:2].O[C:14]1C2N=NNC=2C=C[CH:15]=1.C([NH:25][CH2:26][CH2:27][NH:28][CH2:29][CH3:30])C.[OH-].[Na+]. The catalyst is O.[Cl-].[Na+].O.C(=O)(O)[O-].[Na+].C(N(CC)CC)C.CN(C)C=O. The product is [CH2:14]([N:28]([CH2:29][CH3:30])[CH2:27][CH2:26][NH:25][C:9]([C:5]1[C:4]([CH3:12])=[C:3]([CH:1]=[O:2])[NH:7][C:6]=1[CH3:8])=[O:11])[CH3:15]. The yield is 0.430. (6) The product is [CH3:16][N:3]1[CH2:4][CH2:5][C:6]2[C:10]([C:11]([O:13][CH2:14][CH3:15])=[O:12])=[CH:9][S:8][C:7]=2[C:2]1=[O:1]. The catalyst is CN(C)C=O. The yield is 0.820. The reactants are [O:1]=[C:2]1[C:7]2[S:8][CH:9]=[C:10]([C:11]([O:13][CH2:14][CH3:15])=[O:12])[C:6]=2[CH2:5][CH2:4][NH:3]1.[CH3:16]I.[H-].[Na+].[Cl-].[NH4+].